Regression. Given a peptide amino acid sequence and an MHC pseudo amino acid sequence, predict their binding affinity value. This is MHC class I binding data. From a dataset of Peptide-MHC class I binding affinity with 185,985 pairs from IEDB/IMGT. (1) The peptide sequence is ASDDLEHWQ. The MHC is HLA-B07:02 with pseudo-sequence HLA-B07:02. The binding affinity (normalized) is 0.0847. (2) The peptide sequence is IGIGILLTW. The MHC is HLA-B53:01 with pseudo-sequence HLA-B53:01. The binding affinity (normalized) is 0.205. (3) The peptide sequence is FLADYGWRL. The MHC is HLA-A69:01 with pseudo-sequence HLA-A69:01. The binding affinity (normalized) is 0.399. (4) The peptide sequence is SLVTSFLLM. The MHC is HLA-A02:06 with pseudo-sequence HLA-A02:06. The binding affinity (normalized) is 0.487. (5) The MHC is HLA-C04:01 with pseudo-sequence HLA-C04:01. The binding affinity (normalized) is 0.0847. The peptide sequence is YWDQVTFFY. (6) The peptide sequence is AEMKTDAATL. The MHC is HLA-A02:02 with pseudo-sequence HLA-A02:02. The binding affinity (normalized) is 0.391.